Dataset: Forward reaction prediction with 1.9M reactions from USPTO patents (1976-2016). Task: Predict the product of the given reaction. The product is: [CH3:20][O:19][C:16]1[CH:15]=[CH:14][C:13]([C:12]([NH:11][CH2:10][C:9](=[O:8])[CH3:22])=[O:21])=[CH:18][CH:17]=1. Given the reactants CCN(CC)CC.[OH:8][CH:9]([CH3:22])[CH2:10][NH:11][C:12](=[O:21])[C:13]1[CH:18]=[CH:17][C:16]([O:19][CH3:20])=[CH:15][CH:14]=1, predict the reaction product.